Dataset: NCI-60 drug combinations with 297,098 pairs across 59 cell lines. Task: Regression. Given two drug SMILES strings and cell line genomic features, predict the synergy score measuring deviation from expected non-interaction effect. (1) Drug 1: CC1=CC2C(CCC3(C2CCC3(C(=O)C)OC(=O)C)C)C4(C1=CC(=O)CC4)C. Drug 2: CC1C(C(CC(O1)OC2CC(OC(C2O)C)OC3=CC4=CC5=C(C(=O)C(C(C5)C(C(=O)C(C(C)O)O)OC)OC6CC(C(C(O6)C)O)OC7CC(C(C(O7)C)O)OC8CC(C(C(O8)C)O)(C)O)C(=C4C(=C3C)O)O)O)O. Cell line: OVCAR-4. Synergy scores: CSS=9.33, Synergy_ZIP=1.03, Synergy_Bliss=7.55, Synergy_Loewe=-68.4, Synergy_HSA=7.86. (2) Drug 1: C1=CC(=C2C(=C1NCCNCCO)C(=O)C3=C(C=CC(=C3C2=O)O)O)NCCNCCO. Drug 2: CC1=C2C(C(=O)C3(C(CC4C(C3C(C(C2(C)C)(CC1OC(=O)C(C(C5=CC=CC=C5)NC(=O)C6=CC=CC=C6)O)O)OC(=O)C7=CC=CC=C7)(CO4)OC(=O)C)O)C)OC(=O)C. Cell line: MCF7. Synergy scores: CSS=48.4, Synergy_ZIP=-3.20, Synergy_Bliss=-3.13, Synergy_Loewe=2.28, Synergy_HSA=4.40.